From a dataset of Forward reaction prediction with 1.9M reactions from USPTO patents (1976-2016). Predict the product of the given reaction. Given the reactants [CH:1]1([C:19]([O:21]C)=[O:20])[C:3]2([CH2:8][CH2:7][N:6]([C:9]([O:11][CH2:12][C:13]3[CH:18]=[CH:17][CH:16]=[CH:15][CH:14]=3)=[O:10])[CH2:5][CH2:4]2)[CH2:2]1.[Li+].[OH-], predict the reaction product. The product is: [CH2:12]([O:11][C:9]([N:6]1[CH2:5][CH2:4][C:3]2([CH:1]([C:19]([OH:21])=[O:20])[CH2:2]2)[CH2:8][CH2:7]1)=[O:10])[C:13]1[CH:14]=[CH:15][CH:16]=[CH:17][CH:18]=1.